This data is from Forward reaction prediction with 1.9M reactions from USPTO patents (1976-2016). The task is: Predict the product of the given reaction. The product is: [NH:11]1[C:19]2[C:14](=[CH:15][C:16]([NH:20][C:2]3[C:3]4[N:10]=[CH:9][S:8][C:4]=4[N:5]=[CH:6][N:7]=3)=[CH:17][CH:18]=2)[CH:13]=[N:12]1. Given the reactants Cl[C:2]1[C:3]2[N:10]=[CH:9][S:8][C:4]=2[N:5]=[CH:6][N:7]=1.[NH:11]1[C:19]2[C:14](=[CH:15][C:16]([NH2:20])=[CH:17][CH:18]=2)[CH:13]=[N:12]1, predict the reaction product.